The task is: Predict the product of the given reaction.. This data is from Forward reaction prediction with 1.9M reactions from USPTO patents (1976-2016). (1) Given the reactants C(OC([N:8]1[CH2:12][C:11](=[CH2:13])[CH2:10][N:9]1[C:14]([O:16][CH2:17][C:18]1[CH:23]=[CH:22][CH:21]=[CH:20][CH:19]=1)=[O:15])=O)(C)(C)C.S(Cl)(Cl)=O.Cl, predict the reaction product. The product is: [CH2:17]([O:16][C:14]([N:9]1[CH2:10][C:11](=[CH2:13])[CH2:12][NH:8]1)=[O:15])[C:18]1[CH:19]=[CH:20][CH:21]=[CH:22][CH:23]=1. (2) Given the reactants [CH2:1]([O:3][C:4](=[O:23])[C@@H:5]([O:21][CH3:22])[CH2:6][C:7]1[CH:12]=[CH:11][C:10](OS(C(F)(F)F)(=O)=O)=[CH:9][CH:8]=1)[CH3:2].[CH:24]([C:26]1[CH:27]=[C:28](B(O)O)[CH:29]=[CH:30][CH:31]=1)=[O:25].C([O-])([O-])=O.[Na+].[Na+].[BH4-].[Na+], predict the reaction product. The product is: [CH2:1]([O:3][C:4](=[O:23])[C@@H:5]([O:21][CH3:22])[CH2:6][C:7]1[CH:12]=[CH:11][C:10]([C:30]2[CH:29]=[CH:28][CH:27]=[C:26]([CH2:24][OH:25])[CH:31]=2)=[CH:9][CH:8]=1)[CH3:2]. (3) Given the reactants [N:1]1([CH:7]2[CH2:12][CH2:11][N:10]([C:13]3[C:14]([C:24](=O)[CH3:25])=[CH:15][C:16]([Cl:23])=[C:17]4[C:22]=3[N:21]=[CH:20][CH:19]=[CH:18]4)[CH2:9][CH2:8]2)[CH2:6][CH2:5][CH2:4][CH2:3][CH2:2]1.C([O-])(=O)C.[NH4+].C([BH3-])#[N:33].[Na+].O1CCCC1, predict the reaction product. The product is: [N:1]1([CH:7]2[CH2:12][CH2:11][N:10]([C:13]3[C:14]([CH:24]([NH2:33])[CH3:25])=[CH:15][C:16]([Cl:23])=[C:17]4[C:22]=3[N:21]=[CH:20][CH:19]=[CH:18]4)[CH2:9][CH2:8]2)[CH2:6][CH2:5][CH2:4][CH2:3][CH2:2]1. (4) Given the reactants [C:1]1([C:7]2[N:8]=[C:9]([C:23]3[CH:28]=[CH:27][N:26]=[C:25]([NH:29][C:30](=[O:33])[CH:31]=[CH2:32])[CH:24]=3)[S:10][C:11]=2[C:12]2[N:16]=[CH:15][N:14](C3CCCCO3)[N:13]=2)[CH:6]=[CH:5][CH:4]=[CH:3][CH:2]=1.[CH3:34][O:35][CH2:36][C@@H:37]1[CH2:41][CH2:40][CH2:39][NH:38]1, predict the reaction product. The product is: [CH3:34][O:35][CH2:36][C@@H:37]1[CH2:41][CH2:40][CH2:39][N:38]1[CH2:32][CH2:31][C:30]([NH:29][C:25]1[CH:24]=[C:23]([C:9]2[S:10][C:11]([C:12]3[NH:16][CH:15]=[N:14][N:13]=3)=[C:7]([C:1]3[CH:2]=[CH:3][CH:4]=[CH:5][CH:6]=3)[N:8]=2)[CH:28]=[CH:27][N:26]=1)=[O:33].